This data is from NCI-60 drug combinations with 297,098 pairs across 59 cell lines. The task is: Regression. Given two drug SMILES strings and cell line genomic features, predict the synergy score measuring deviation from expected non-interaction effect. (1) Drug 1: C1=CC=C(C(=C1)C(C2=CC=C(C=C2)Cl)C(Cl)Cl)Cl. Drug 2: COC1=C2C(=CC3=C1OC=C3)C=CC(=O)O2. Cell line: UO-31. Synergy scores: CSS=-4.48, Synergy_ZIP=1.80, Synergy_Bliss=-0.499, Synergy_Loewe=-2.69, Synergy_HSA=-2.83. (2) Drug 1: CC(C)(C1=NC(=CC=C1)N2C3=NC(=NC=C3C(=O)N2CC=C)NC4=CC=C(C=C4)N5CCN(CC5)C)O. Drug 2: CCC1=C2N=C(C=C(N2N=C1)NCC3=C[N+](=CC=C3)[O-])N4CCCCC4CCO. Cell line: SW-620. Synergy scores: CSS=72.1, Synergy_ZIP=1.79, Synergy_Bliss=0.462, Synergy_Loewe=-4.68, Synergy_HSA=1.25. (3) Drug 1: COC1=C(C=C2C(=C1)N=CN=C2NC3=CC(=C(C=C3)F)Cl)OCCCN4CCOCC4. Drug 2: CC(C)(C#N)C1=CC(=CC(=C1)CN2C=NC=N2)C(C)(C)C#N. Cell line: NCI-H226. Synergy scores: CSS=20.8, Synergy_ZIP=-4.02, Synergy_Bliss=-1.05, Synergy_Loewe=1.62, Synergy_HSA=1.36. (4) Drug 1: C1=CC(=CC=C1CC(C(=O)O)N)N(CCCl)CCCl.Cl. Drug 2: C1=NC2=C(N1)C(=S)N=C(N2)N. Cell line: SNB-19. Synergy scores: CSS=7.58, Synergy_ZIP=-2.58, Synergy_Bliss=-0.474, Synergy_Loewe=-3.95, Synergy_HSA=0.303. (5) Cell line: HCT116. Synergy scores: CSS=31.9, Synergy_ZIP=-0.877, Synergy_Bliss=0.479, Synergy_Loewe=-1.96, Synergy_HSA=1.88. Drug 1: CC1=C(C(=CC=C1)Cl)NC(=O)C2=CN=C(S2)NC3=CC(=NC(=N3)C)N4CCN(CC4)CCO. Drug 2: CN(CCCl)CCCl.Cl. (6) Drug 1: CC12CCC3C(C1CCC2=O)CC(=C)C4=CC(=O)C=CC34C. Drug 2: CC1=C(C=C(C=C1)C(=O)NC2=CC(=CC(=C2)C(F)(F)F)N3C=C(N=C3)C)NC4=NC=CC(=N4)C5=CN=CC=C5. Cell line: OVCAR-5. Synergy scores: CSS=43.1, Synergy_ZIP=1.39, Synergy_Bliss=3.66, Synergy_Loewe=1.95, Synergy_HSA=3.12. (7) Drug 1: C1CC(=O)NC(=O)C1N2C(=O)C3=CC=CC=C3C2=O. Drug 2: CN(C(=O)NC(C=O)C(C(C(CO)O)O)O)N=O. Cell line: ACHN. Synergy scores: CSS=-21.9, Synergy_ZIP=-1.08, Synergy_Bliss=-31.8, Synergy_Loewe=-43.9, Synergy_HSA=-49.8. (8) Drug 2: C(CC(=O)O)C(=O)CN.Cl. Cell line: SK-MEL-28. Drug 1: CC(C1=C(C=CC(=C1Cl)F)Cl)OC2=C(N=CC(=C2)C3=CN(N=C3)C4CCNCC4)N. Synergy scores: CSS=2.54, Synergy_ZIP=-3.63, Synergy_Bliss=-11.9, Synergy_Loewe=-16.2, Synergy_HSA=-15.5. (9) Drug 1: CC(CN1CC(=O)NC(=O)C1)N2CC(=O)NC(=O)C2. Drug 2: CCC1(CC2CC(C3=C(CCN(C2)C1)C4=CC=CC=C4N3)(C5=C(C=C6C(=C5)C78CCN9C7C(C=CC9)(C(C(C8N6C=O)(C(=O)OC)O)OC(=O)C)CC)OC)C(=O)OC)O.OS(=O)(=O)O. Cell line: HL-60(TB). Synergy scores: CSS=68.4, Synergy_ZIP=3.03, Synergy_Bliss=5.35, Synergy_Loewe=2.32, Synergy_HSA=4.91.